Dataset: Experimental lipophilicity measurements (octanol/water distribution) for 4,200 compounds from AstraZeneca. Task: Regression/Classification. Given a drug SMILES string, predict its absorption, distribution, metabolism, or excretion properties. Task type varies by dataset: regression for continuous measurements (e.g., permeability, clearance, half-life) or binary classification for categorical outcomes (e.g., BBB penetration, CYP inhibition). For this dataset (lipophilicity_astrazeneca), we predict Y. (1) The compound is Cc1ccc(-c2cn(C)c(C)n2)cc1NC(=O)c1ccc(OCc2ccccn2)cc1. The Y is 2.71 logD. (2) The compound is Nc1nc(Nc2ccc3nc(-c4ccc(F)cc4)cc(N)c3c2)cc(-c2ccc(C(F)(F)F)cc2)n1. The Y is 1.54 logD. (3) The drug is CC(C)n1c(=O)c2c(-c3cncn3C)n(Cc3ccnc4ccc(Cl)cc34)nc2n(CC2CC2)c1=O. The Y is 4.02 logD.